From a dataset of Reaction yield outcomes from USPTO patents with 853,638 reactions. Predict the reaction yield, written as a fraction of the theoretical maximum amount of product (1.0 means a 100% yield; for example, 0.34 means a 34% yield). (1) The reactants are [Cl:1][C:2]1[CH:7]=[CH:6][C:5]([CH:8]([NH:10][C:11](=[O:26])[CH2:12][N:13]2[C:21]3[CH2:20][CH2:19][NH:18][CH2:17][C:16]=3[C:15]([C:22]([F:25])([F:24])[F:23])=[N:14]2)[CH3:9])=[CH:4][CH:3]=1.C=O.[C:29](=O)([O-])[O-].[Na+].[Na+]. The catalyst is C(O)=O. The product is [Cl:1][C:2]1[CH:7]=[CH:6][C:5]([CH:8]([NH:10][C:11](=[O:26])[CH2:12][N:13]2[C:21]3[CH2:20][CH2:19][N:18]([CH3:29])[CH2:17][C:16]=3[C:15]([C:22]([F:24])([F:25])[F:23])=[N:14]2)[CH3:9])=[CH:4][CH:3]=1. The yield is 0.800. (2) The reactants are [N:1]([C:4](=[CH:10][C:11]1[CH:16]=[CH:15][C:14]([O:17][CH2:18][C:19]([CH3:21])=[CH2:20])=[C:13]([Br:22])[CH:12]=1)[C:5]([O:7][CH2:8][CH3:9])=[O:6])=[N+]=[N-]. The catalyst is C1(C)C=CC=CC=1. The product is [Br:22][C:13]1[CH:12]=[C:11]2[C:16](=[CH:15][C:14]=1[O:17][CH2:18][C:19]([CH3:21])=[CH2:20])[NH:1][C:4]([C:5]([O:7][CH2:8][CH3:9])=[O:6])=[CH:10]2. The yield is 0.470. (3) The reactants are [CH3:1][O:2][C:3]1[CH:8]=[CH:7][C:6]([CH2:9]O)=[CH:5][C:4]=1[CH3:11].[Cl:12]C(Cl)(Cl)C(Cl)(Cl)Cl.C1(P(C2C=CC=CC=2)C2C=CC=CC=2)C=CC=CC=1. The catalyst is C(Cl)Cl. The product is [CH3:1][O:2][C:3]1[CH:8]=[CH:7][C:6]([CH2:9][Cl:12])=[CH:5][C:4]=1[CH3:11]. The yield is 1.00. (4) The catalyst is C1COCC1. The reactants are [CH3:1][CH:2]([CH3:34])[CH2:3][C:4]([N:6]([CH2:31][CH2:32][CH3:33])[C:7]1[S:8][CH:9]=[C:10]([C:12]2[C:13]3[CH:20]=[CH:19][N:18](S(C4C=CC(C)=CC=4)(=O)=O)[C:14]=3[N:15]=[CH:16][N:17]=2)[N:11]=1)=[O:5].[F-].C([N+](CCCC)(CCCC)CCCC)CCC. The yield is 0.390. The product is [CH3:1][CH:2]([CH3:34])[CH2:3][C:4]([N:6]([CH2:31][CH2:32][CH3:33])[C:7]1[S:8][CH:9]=[C:10]([C:12]2[C:13]3[CH:20]=[CH:19][NH:18][C:14]=3[N:15]=[CH:16][N:17]=2)[N:11]=1)=[O:5]. (5) The reactants are Br[CH2:2][CH2:3][O:4][CH2:5][CH2:6][O:7][CH2:8][CH2:9][O:10][CH2:11][CH2:12][O:13][C:14]1[CH:19]=[CH:18][C:17]([CH2:20][C@@H:21]([CH3:35])[C@@H:22]([CH3:34])[CH2:23][C:24]2[CH:29]=[CH:28][C:27]([O:30][CH3:31])=[C:26]([O:32][CH3:33])[CH:25]=2)=[CH:16][C:15]=1[O:36][CH3:37].C(=O)([O-])[O-].[K+].[K+].[N+:44]([C:47]1[N:48]=[CH:49][NH:50][CH:51]=1)([O-:46])=[O:45]. No catalyst specified. The product is [CH3:33][O:32][C:26]1[CH:25]=[C:24]([CH2:23][C@H:22]([CH3:34])[C@H:21]([CH3:35])[CH2:20][C:17]2[CH:18]=[CH:19][C:14]([O:13][CH2:12][CH2:11][O:10][CH2:9][CH2:8][O:7][CH2:6][CH2:5][O:4][CH2:3][CH2:2][N:50]3[CH:51]=[C:47]([N+:44]([O-:46])=[O:45])[N:48]=[CH:49]3)=[C:15]([O:36][CH3:37])[CH:16]=2)[CH:29]=[CH:28][C:27]=1[O:30][CH3:31]. The yield is 0.570. (6) The reactants are [H-].C([Al+]CC(C)C)C(C)C.C[O:12][C:13](=O)[CH2:14][N:15]([C:20]([O:22][C:23]([CH3:26])([CH3:25])[CH3:24])=[O:21])[C:16]([CH3:19])([CH3:18])[CH3:17].Cl. The catalyst is C1(C)C=CC=CC=1. The product is [CH3:19][C:16]([N:15]([CH2:14][CH:13]=[O:12])[C:20](=[O:21])[O:22][C:23]([CH3:25])([CH3:24])[CH3:26])([CH3:17])[CH3:18]. The yield is 0.860. (7) The reactants are NCC1C=NC=CC=1.[S:9]1[C:13]([CH2:14][NH2:15])=[CH:12][N:11]=[CH:10]1.[F:16][C:17]1([F:36])[CH2:19][CH:18]1[CH2:20][N:21]1[CH2:25][CH2:24][N:23]([C:26]2[S:27][C:28]([C:32]([OH:34])=O)=[C:29]([CH3:31])[N:30]=2)[C:22]1=[O:35]. No catalyst specified. The product is [F:36][C:17]1([F:16])[CH2:19][CH:18]1[CH2:20][N:21]1[CH2:25][CH2:24][N:23]([C:26]2[S:27][C:28]([C:32]([NH:15][CH2:14][C:13]3[S:9][CH:10]=[N:11][CH:12]=3)=[O:34])=[C:29]([CH3:31])[N:30]=2)[C:22]1=[O:35]. The yield is 0.680.